Dataset: Forward reaction prediction with 1.9M reactions from USPTO patents (1976-2016). Task: Predict the product of the given reaction. (1) Given the reactants C(OC([N:8]1[C:16]2[C:11](=[CH:12][C:13]([O:17][CH2:18][C:19]3[CH:23]=[C:22]([C:24]([F:27])([F:26])[F:25])[N:21]([C:28]4[CH:33]=[CH:32][CH:31]=[CH:30][CH:29]=4)[N:20]=3)=[CH:14][CH:15]=2)[CH2:10][CH2:9]1)=O)(C)(C)C.[ClH:34].O1CCOCC1, predict the reaction product. The product is: [ClH:34].[C:28]1([N:21]2[C:22]([C:24]([F:26])([F:27])[F:25])=[CH:23][C:19]([CH2:18][O:17][C:13]3[CH:12]=[C:11]4[C:16](=[CH:15][CH:14]=3)[NH:8][CH2:9][CH2:10]4)=[N:20]2)[CH:29]=[CH:30][CH:31]=[CH:32][CH:33]=1. (2) Given the reactants [Cl:1][C:2]1[CH:3]=[CH:4][N:5]2[C:10]=1[C:9](=[O:11])[CH:8](C(OCC)=O)[C:7](=[O:17])[NH:6]2.[OH-].[Na+], predict the reaction product. The product is: [Cl:1][C:2]1[CH:3]=[CH:4][N:5]2[C:10]=1[C:9]([OH:11])=[CH:8][C:7]([OH:17])=[N:6]2. (3) Given the reactants [C:1]1([C:7]2[N:12]=[N:11][C:10]([NH2:13])=[C:9]([C:14]#[C:15][Si](C)(C)C)[CH:8]=2)[CH:6]=[CH:5][CH:4]=[CH:3][CH:2]=1.CCCC[N+](CCCC)(CCCC)CCCC.[F-], predict the reaction product. The product is: [C:1]1([C:7]2[N:12]=[N:11][C:10]3[NH:13][CH:15]=[CH:14][C:9]=3[CH:8]=2)[CH:6]=[CH:5][CH:4]=[CH:3][CH:2]=1. (4) Given the reactants Br[C:2]1[CH:7]=[CH:6][C:5]([N+:8]([O-:10])=[O:9])=[C:4]([O:11][CH:12]([CH3:14])[CH3:13])[CH:3]=1.N1C=[CH:18][N:17]=[N:16]1.C(=O)([O-])[O-].[K+].[K+].OC1C=CC=C2C=1[N:35]=[CH:34]C=C2.[NH4+].[OH-], predict the reaction product. The product is: [N+:8]([C:5]1[CH:6]=[CH:7][C:2]([N:17]2[CH:18]=[N:35][CH:34]=[N:16]2)=[CH:3][C:4]=1[O:11][CH:12]([CH3:14])[CH3:13])([O-:10])=[O:9]. (5) Given the reactants Br[C:2]1[C:11]2[C:6](=[CH:7][CH:8]=[C:9]([OH:12])[CH:10]=2)[N:5]=[C:4]([C:13]2[CH:18]=[CH:17][C:16]([OH:19])=[CH:15][CH:14]=2)[C:3]=1[Cl:20].[F:21][C:22]1[CH:27]=[CH:26][C:25](B(O)O)=[CH:24][CH:23]=1, predict the reaction product. The product is: [Cl:20][C:3]1[C:4]([C:13]2[CH:18]=[CH:17][C:16]([OH:19])=[CH:15][CH:14]=2)=[N:5][C:6]2[C:11]([C:2]=1[C:25]1[CH:26]=[CH:27][C:22]([F:21])=[CH:23][CH:24]=1)=[CH:10][C:9]([OH:12])=[CH:8][CH:7]=2. (6) Given the reactants Cl[CH2:2][C:3]1[CH:4]=[C:5]([C:9]([N:11]2[CH2:24][C:23]([CH3:26])([CH3:25])[C:22]3[C:21]4[CH:20]=[CH:19][CH:18]=[CH:17][C:16]=4[NH:15][C:14]=3[C:13]([C:27]([O:29][CH:30]([CH3:32])[CH3:31])=[O:28])=[CH:12]2)=[O:10])[CH:6]=[CH:7][CH:8]=1.CCN(C(C)C)C(C)C.[OH:42][CH:43]1[CH2:48][CH2:47][N:46]([CH3:49])[CH2:45][CH2:44]1, predict the reaction product. The product is: [CH3:26][C:23]1([CH3:25])[C:22]2[C:21]3[CH:20]=[CH:19][CH:18]=[CH:17][C:16]=3[NH:15][C:14]=2[C:13]([C:27]([O:29][CH:30]([CH3:32])[CH3:31])=[O:28])=[CH:12][N:11]([C:9]([C:5]2[CH:6]=[CH:7][CH:8]=[C:3]([CH2:2][O:42][CH:43]3[CH2:48][CH2:47][N:46]([CH3:49])[CH2:45][CH2:44]3)[CH:4]=2)=[O:10])[CH2:24]1.